From a dataset of Full USPTO retrosynthesis dataset with 1.9M reactions from patents (1976-2016). Predict the reactants needed to synthesize the given product. Given the product [C:3]1([C:31]2[CH:32]=[CH:33][CH:34]=[CH:35][CH:36]=2)[CH:4]=[CH:5][C:6]([C:9]2[N:14]=[C:13]3[N:15]=[C:16]([O:18][C:19]4[CH:20]=[CH:21][C:22]([CH3:29])=[C:23]([CH:28]=4)[C:24]([OH:26])=[O:25])[NH:17][C:12]3=[CH:11][C:10]=2[Cl:30])=[CH:7][CH:8]=1, predict the reactants needed to synthesize it. The reactants are: [OH-].[K+].[C:3]1([C:31]2[CH:36]=[CH:35][CH:34]=[CH:33][CH:32]=2)[CH:8]=[CH:7][C:6]([C:9]2[N:14]=[C:13]3[N:15]=[C:16]([O:18][C:19]4[CH:20]=[CH:21][C:22]([CH3:29])=[C:23]([CH:28]=4)[C:24]([O:26]C)=[O:25])[NH:17][C:12]3=[CH:11][C:10]=2[Cl:30])=[CH:5][CH:4]=1.